Predict the reactants needed to synthesize the given product. From a dataset of Full USPTO retrosynthesis dataset with 1.9M reactions from patents (1976-2016). Given the product [CH3:1][N:2]1[C:10]2[C:5](=[CH:6][CH:7]=[CH:8][CH:9]=2)[C:4](/[CH:19]=[CH:20]/[C:21](=[O:23])[CH3:22])=[C:3]1[C:11]1[CH:16]=[CH:15][CH:14]=[CH:13][CH:12]=1, predict the reactants needed to synthesize it. The reactants are: [CH3:1][N:2]1[C:10]2[C:5](=[CH:6][CH:7]=[CH:8][CH:9]=2)[CH:4]=[C:3]1[C:11]1[CH:16]=[CH:15][CH:14]=[CH:13][CH:12]=1.CO[CH:19](OC)[CH2:20][C:21](=[O:23])[CH3:22].Cl.